This data is from Catalyst prediction with 721,799 reactions and 888 catalyst types from USPTO. The task is: Predict which catalyst facilitates the given reaction. (1) Reactant: [F:1][C:2]([F:28])([F:27])[C:3]1[CH:22]=[C:21]([C:23]([F:26])([F:25])[F:24])[CH:20]=[CH:19][C:4]=1[CH2:5][N:6]1[C:12](=[O:13])[CH2:11][CH2:10][CH:9]([C:14](OCC)=[O:15])[CH2:8][CH2:7]1.[BH4-].[Li+].O. Product: [F:28][C:2]([F:1])([F:27])[C:3]1[CH:22]=[C:21]([C:23]([F:26])([F:25])[F:24])[CH:20]=[CH:19][C:4]=1[CH2:5][N:6]1[CH2:7][CH2:8][CH:9]([CH2:14][OH:15])[CH2:10][CH2:11][C:12]1=[O:13]. The catalyst class is: 1. (2) Reactant: [CH3:1][C:2]1[C:3]2[CH2:4][CH:5]=[CH:6][CH2:7][C:8]3[CH:30]=[CH:29][C:11]([CH2:12][CH2:13][CH2:14][N:15]4[C:25]([CH:26]=2)=[C:23]([CH:24]=1)[N:22]=[C:21]1[C:16]4=[N:17][C:18](=[O:28])[NH:19][C:20]1=[O:27])=[CH:10][CH:9]=3. Product: [CH3:1][C:2]1[C:3]2[CH2:4][CH2:5][CH2:6][CH2:7][C:8]3[CH:9]=[CH:10][C:11]([CH2:12][CH2:13][CH2:14][N:15]4[C:25]([CH:26]=2)=[C:23]([CH:24]=1)[N:22]=[C:21]1[C:16]4=[N:17][C:18](=[O:28])[NH:19][C:20]1=[O:27])=[CH:29][CH:30]=3. The catalyst class is: 99. (3) Reactant: [F:1][C:2]1[CH:7]=[C:6]([CH:8]([OH:29])[CH:9]([CH2:15][C:16]2[CH:21]=[CH:20][CH:19]=[C:18]([O:22][C:23]([F:28])([F:27])[CH:24]([F:26])[F:25])[CH:17]=2)[C:10]([O:12]CC)=[O:11])[CH:5]=[CH:4][N:3]=1.[OH-].[Na+].Cl. Product: [F:1][C:2]1[CH:7]=[C:6]([CH:8]([OH:29])[CH:9]([CH2:15][C:16]2[CH:21]=[CH:20][CH:19]=[C:18]([O:22][C:23]([F:28])([F:27])[CH:24]([F:26])[F:25])[CH:17]=2)[C:10]([OH:12])=[O:11])[CH:5]=[CH:4][N:3]=1. The catalyst class is: 5.